From a dataset of NCI-60 drug combinations with 297,098 pairs across 59 cell lines. Regression. Given two drug SMILES strings and cell line genomic features, predict the synergy score measuring deviation from expected non-interaction effect. (1) Drug 1: CCC1=C2CN3C(=CC4=C(C3=O)COC(=O)C4(CC)O)C2=NC5=C1C=C(C=C5)O. Drug 2: C1=NC(=NC(=O)N1C2C(C(C(O2)CO)O)O)N. Cell line: TK-10. Synergy scores: CSS=28.2, Synergy_ZIP=-12.0, Synergy_Bliss=-5.74, Synergy_Loewe=-15.3, Synergy_HSA=-1.45. (2) Drug 1: CC1=C(N=C(N=C1N)C(CC(=O)N)NCC(C(=O)N)N)C(=O)NC(C(C2=CN=CN2)OC3C(C(C(C(O3)CO)O)O)OC4C(C(C(C(O4)CO)O)OC(=O)N)O)C(=O)NC(C)C(C(C)C(=O)NC(C(C)O)C(=O)NCCC5=NC(=CS5)C6=NC(=CS6)C(=O)NCCC[S+](C)C)O. Drug 2: C1C(C(OC1N2C=NC(=NC2=O)N)CO)O. Cell line: COLO 205. Synergy scores: CSS=25.4, Synergy_ZIP=-6.71, Synergy_Bliss=-1.51, Synergy_Loewe=2.89, Synergy_HSA=3.27. (3) Drug 2: N.N.Cl[Pt+2]Cl. Drug 1: C1=CC(=CC=C1CCC2=CNC3=C2C(=O)NC(=N3)N)C(=O)NC(CCC(=O)O)C(=O)O. Synergy scores: CSS=14.7, Synergy_ZIP=0.544, Synergy_Bliss=0.381, Synergy_Loewe=-7.70, Synergy_HSA=1.32. Cell line: DU-145.